This data is from Forward reaction prediction with 1.9M reactions from USPTO patents (1976-2016). The task is: Predict the product of the given reaction. (1) Given the reactants COC1C=C(C=CC=1)C=O.C(CC(OCC)=O)#N.N1CCCCC1.[OH:25][C:26]1[CH:34]=[CH:33][CH:32]=[C:31]2[C:27]=1[CH:28]=[CH:29][NH:30]2.[H-].[Na+].C([O:39][C:40](=O)[C:41]([C:51]#[N:52])=[CH:42][C:43]1[CH:48]=[CH:47][CH:46]=[C:45]([O:49][CH3:50])[CH:44]=1)C, predict the reaction product. The product is: [C:51]([CH:41]1[C:42]([C:43]2[CH:48]=[CH:47][CH:46]=[C:45]([O:49][CH3:50])[CH:44]=2)=[C:34]2[C:26](=[C:27]3[CH:28]=[CH:29][N:30]=[C:31]3[CH:32]=[CH:33]2)[O:25][C:40]1=[O:39])#[N:52]. (2) The product is: [NH2:1][C:2]1[C:11]2[N:12]=[C:13]([CH2:21][O:22][CH2:23][CH3:24])[N:14]([CH2:15][CH2:16][CH2:17][C:18](=[N:26][OH:27])[CH3:19])[C:10]=2[C:9]2[CH:8]=[CH:7][CH:6]=[CH:5][C:4]=2[N:3]=1. Given the reactants [NH2:1][C:2]1[C:11]2[N:12]=[C:13]([CH2:21][O:22][CH2:23][CH3:24])[N:14]([CH2:15][CH2:16][CH2:17][C:18](=O)[CH3:19])[C:10]=2[C:9]2[CH:8]=[CH:7][CH:6]=[CH:5][C:4]=2[N:3]=1.Cl.[NH2:26][OH:27], predict the reaction product. (3) Given the reactants [NH2:1][C:2]1[CH:3]=[C:4]([S:9]([OH:12])(=[O:11])=[O:10])[CH:5]=[CH:6][C:7]=1[NH2:8].[S:13]1[CH:17]=[CH:16][CH:15]=[C:14]1[C:18](=O)[C:19](O)=[O:20], predict the reaction product. The product is: [O:20]=[C:19]1[C:18]([C:14]2[S:13][CH:17]=[CH:16][CH:15]=2)=[N:1][C:2]2[C:7](=[CH:6][CH:5]=[C:4]([S:9]([OH:12])(=[O:10])=[O:11])[CH:3]=2)[NH:8]1. (4) Given the reactants [C:1]([O:4][CH:5](SC)[C:6](=[O:19])[C@@H:7]([NH:11][C:12]([O:14][C:15]([CH3:18])([CH3:17])[CH3:16])=[O:13])[CH:8]([CH3:10])[CH3:9])(=[O:3])[CH3:2].CCO.[BH4-].[Na+].Cl, predict the reaction product. The product is: [C:1]([O:4][CH2:5][CH:6]([OH:19])[C@@H:7]([NH:11][C:12]([O:14][C:15]([CH3:16])([CH3:18])[CH3:17])=[O:13])[CH:8]([CH3:10])[CH3:9])(=[O:3])[CH3:2]. (5) The product is: [CH3:5][NH:6][CH2:7][CH2:8][C:9]1[CH:14]=[CH:13][CH:12]=[C:11]([C:15]([F:16])([F:18])[F:17])[CH:10]=1. Given the reactants II.[BH4-].[Na+].[CH3:5][NH:6][C:7](=O)[CH2:8][C:9]1[CH:14]=[CH:13][CH:12]=[C:11]([C:15]([F:18])([F:17])[F:16])[CH:10]=1.CO, predict the reaction product.